The task is: Predict the reactants needed to synthesize the given product.. This data is from Full USPTO retrosynthesis dataset with 1.9M reactions from patents (1976-2016). (1) Given the product [F:37][C:6]1[C:5]([OH:38])=[C:4]([CH:9]=[C:8]([C:10]2[CH:11]=[C:12]3[C:18]([C:19]4[CH:24]=[CH:23][CH:22]=[CH:21][C:20]=4[O:25][CH3:26])=[CH:17][NH:16][C:13]3=[N:14][CH:15]=2)[CH:7]=1)[C:3]([N:41]([CH3:42])[CH3:40])=[O:39], predict the reactants needed to synthesize it. The reactants are: CO[C:3](=[O:39])[C:4]1[CH:9]=[C:8]([C:10]2[CH:11]=[C:12]3[C:18]([C:19]4[CH:24]=[CH:23][CH:22]=[CH:21][C:20]=4[O:25][CH3:26])=[CH:17][N:16](S(C4C=CC(C)=CC=4)(=O)=O)[C:13]3=[N:14][CH:15]=2)[CH:7]=[C:6]([F:37])[C:5]=1[OH:38].[CH3:40][NH:41][CH3:42]. (2) Given the product [CH2:14]([C:16]1[CH:24]=[N:23][CH:22]=[CH:21][C:17]=1[C:18]1[N:2]([CH3:1])[C:3]2=[N:4][CH:5]=[C:6]([C:10]([F:11])([F:12])[F:13])[CH:7]=[C:8]2[N:9]=1)[CH3:15], predict the reactants needed to synthesize it. The reactants are: [CH3:1][NH:2][C:3]1[C:8]([NH2:9])=[CH:7][C:6]([C:10]([F:13])([F:12])[F:11])=[CH:5][N:4]=1.[CH2:14]([C:16]1[CH:24]=[N:23][CH:22]=[CH:21][C:17]=1[C:18](O)=O)[CH3:15].CCN=C=NCCCN(C)C.N1C=CC=CC=1. (3) Given the product [CH3:1][C:2]1[N:3]=[C:4]([N:19]2[CH2:24][CH2:23][CH2:22][CH2:21][CH2:20]2)[C:5]2[CH2:11][CH2:10][NH:9][CH2:8][C:6]=2[N:7]=1, predict the reactants needed to synthesize it. The reactants are: [CH3:1][C:2]1[N:3]=[C:4]([N:19]2[CH2:24][CH2:23][CH2:22][CH2:21][CH2:20]2)[C:5]2[CH2:11][CH2:10][N:9](CC3C=CC=CC=3)[CH2:8][C:6]=2[N:7]=1.Cl. (4) Given the product [CH3:15][O:16][C:17]1[CH:18]=[C:19]([C:2]2[CH:3]=[CH:4][C:5]3[N:6]([CH:8]=[C:9]([NH:11][C:12](=[O:14])[CH3:13])[N:10]=3)[N:7]=2)[CH:20]=[CH:21][C:22]=1[O:23][CH3:24], predict the reactants needed to synthesize it. The reactants are: Cl[C:2]1[CH:3]=[CH:4][C:5]2[N:6]([CH:8]=[C:9]([NH:11][C:12](=[O:14])[CH3:13])[N:10]=2)[N:7]=1.[CH3:15][O:16][C:17]1[CH:18]=[C:19](B(O)O)[CH:20]=[CH:21][C:22]=1[O:23][CH3:24].ClCCl.C(=O)([O-])[O-].[K+].[K+]. (5) Given the product [Cl:1][C:2]1[CH:3]=[C:4]([C:8]([NH:11][C@@H:12]2[CH2:17][CH2:16][N:15]([C:18]([O:20][CH3:21])=[O:19])[CH2:14][C@@H:13]2[CH3:22])=[O:10])[NH:5][C:6]=1[CH3:7], predict the reactants needed to synthesize it. The reactants are: [Cl:1][C:2]1[CH:3]=[C:4]([C:8]([OH:10])=O)[NH:5][C:6]=1[CH3:7].[NH2:11][C@@H:12]1[CH2:17][CH2:16][N:15]([C:18]([O:20][CH3:21])=[O:19])[CH2:14][C@@H:13]1[CH3:22].C1C=CC2N(O)N=NC=2C=1.CN1CCOCC1.CCN=C=NCCCN(C)C.Cl.